This data is from Catalyst prediction with 721,799 reactions and 888 catalyst types from USPTO. The task is: Predict which catalyst facilitates the given reaction. (1) Reactant: [C:1]1([C:7]2[CH:8]=[C:9]([C:19]([C:21]3[CH:26]=[C:25]([C:27]4[CH:32]=[CH:31][CH:30]=[CH:29][CH:28]=4)[CH:24]=[C:23]([C:33]4[CH:38]=[CH:37][CH:36]=[CH:35][CH:34]=4)[CH:22]=3)=O)[CH:10]=[C:11]([C:13]3[CH:18]=[CH:17][CH:16]=[CH:15][CH:14]=3)[CH:12]=2)[CH:6]=[CH:5][CH:4]=[CH:3][CH:2]=1.[OH-].[K+].O.NN. Product: [C:1]1([C:7]2[CH:8]=[C:9]([CH2:19][C:21]3[CH:26]=[C:25]([C:27]4[CH:28]=[CH:29][CH:30]=[CH:31][CH:32]=4)[CH:24]=[C:23]([C:33]4[CH:34]=[CH:35][CH:36]=[CH:37][CH:38]=4)[CH:22]=3)[CH:10]=[C:11]([C:13]3[CH:14]=[CH:15][CH:16]=[CH:17][CH:18]=3)[CH:12]=2)[CH:6]=[CH:5][CH:4]=[CH:3][CH:2]=1. The catalyst class is: 831. (2) Reactant: Br[C:2]1[S:30][C:5]2[N:6]=[CH:7][N:8]=[C:9]([NH:10][C@H:11]([C:13]3[N:18]([C:19]4[CH:24]=[CH:23][CH:22]=[CH:21][CH:20]=4)[C:17](=[O:25])[C:16]4=[C:26]([CH3:29])[CH:27]=[CH:28][N:15]4[N:14]=3)[CH3:12])[C:4]=2[CH:3]=1.[C:31](=O)([O-])[O-].[K+].[K+].CB1OB(C)OB(C)O1.[Cl-].[NH4+]. Product: [CH3:29][C:26]1[CH:27]=[CH:28][N:15]2[C:16]=1[C:17](=[O:25])[N:18]([C:19]1[CH:24]=[CH:23][CH:22]=[CH:21][CH:20]=1)[C:13]([C@@H:11]([NH:10][C:9]1[C:4]3[CH:3]=[C:2]([CH3:31])[S:30][C:5]=3[N:6]=[CH:7][N:8]=1)[CH3:12])=[N:14]2. The catalyst class is: 427. (3) Reactant: O[CH2:2][C:3]1[CH:12]=[N:11][C:10]2[N:9]3[CH2:13][CH2:14][CH2:15][CH2:16][C@H:8]3[C:7](=[O:17])[NH:6][C:5]=2[CH:4]=1.[I-].C(C[P+](C)(C)C)#N.C(N(C(C)C)C(C)C)C.[N:35]1([C:41]2[CH:48]=[CH:47][C:44]([C:45]#[N:46])=[CH:43][CH:42]=2)[CH2:40][CH2:39][NH:38][CH2:37][CH2:36]1. Product: [O:17]=[C:7]1[NH:6][C:5]2[CH:4]=[C:3]([CH2:2][N:38]3[CH2:37][CH2:36][N:35]([C:41]4[CH:42]=[CH:43][C:44]([C:45]#[N:46])=[CH:47][CH:48]=4)[CH2:40][CH2:39]3)[CH:12]=[N:11][C:10]=2[N:9]2[CH2:13][CH2:14][CH2:15][CH2:16][C@@H:8]12. The catalyst class is: 397. (4) Reactant: C(OC([N:8]([S:26]([CH2:29]P(OCC)(OCC)=O)(=[O:28])=[O:27])[CH2:9][CH2:10][N:11]([C:19]1[CH:24]=[C:23]([CH3:25])[CH:22]=[CH:21][N:20]=1)[C:12](=[O:18])[O:13][C:14]([CH3:17])([CH3:16])[CH3:15])=O)(C)(C)C.[H-].[Na+].C(O[CH:43](O)[C:44]([F:47])([F:46])[F:45])C. Product: [CH3:25][C:23]1[CH:22]=[CH:21][N:20]=[C:19]([N:11]([CH2:10][CH2:9][NH:8][S:26](/[CH:29]=[CH:43]/[C:44]([F:47])([F:46])[F:45])(=[O:27])=[O:28])[C:12](=[O:18])[O:13][C:14]([CH3:15])([CH3:16])[CH3:17])[CH:24]=1. The catalyst class is: 1. (5) Reactant: [CH2:1]([N:3]1[C:7]([C:8]2[CH:13]=[CH:12][N:11]=[CH:10][CH:9]=2)=[N:6][NH:5][C:4]1=S)[CH3:2]. Product: [CH2:1]([N:3]1[CH:4]=[N:5][N:6]=[C:7]1[C:8]1[CH:13]=[CH:12][N:11]=[CH:10][CH:9]=1)[CH3:2]. The catalyst class is: 470. (6) Reactant: [F:1][C:2]([F:46])([F:45])[C:3]1[CH:4]=[C:5]([CH:38]=[C:39]([C:41]([F:44])([F:43])[F:42])[CH:40]=1)[CH2:6][N:7]([C:31]1[N:36]=[CH:35][C:34](Br)=[CH:33][N:32]=1)[CH2:8][C:9]1[C:10]([C:20]2[CH:25]=[C:24]([CH:26]([CH3:28])[CH3:27])[CH:23]=[CH:22][C:21]=2[O:29][CH3:30])=[N:11][C:12]2[C:17]([CH:18]=1)=[CH:16][CH:15]=[CH:14][C:13]=2[CH3:19].C([PH+](C(C)(C)C)C(C)(C)C)(C)(C)C.F[B-](F)(F)F.[H+].[C:66]([O:70][CH3:71])(=[O:69])[CH:67]=[CH2:68].C(N(CC)C(C)C)(C)C. Product: [F:1][C:2]([F:46])([F:45])[C:3]1[CH:4]=[C:5]([CH:38]=[C:39]([C:41]([F:44])([F:43])[F:42])[CH:40]=1)[CH2:6][N:7]([CH2:8][C:9]1[C:10]([C:20]2[CH:25]=[C:24]([CH:26]([CH3:28])[CH3:27])[CH:23]=[CH:22][C:21]=2[O:29][CH3:30])=[N:11][C:12]2[C:17]([CH:18]=1)=[CH:16][CH:15]=[CH:14][C:13]=2[CH3:19])[C:31]1[N:36]=[CH:35][C:34]([CH:68]=[CH:67][C:66]([O:70][CH3:71])=[O:69])=[CH:33][N:32]=1. The catalyst class is: 62.